From a dataset of Catalyst prediction with 721,799 reactions and 888 catalyst types from USPTO. Predict which catalyst facilitates the given reaction. (1) Reactant: [CH2:1]([O:8][C:9]1[CH:31]=[CH:30][CH:29]=[CH:28][C:10]=1[CH2:11][C:12]([N:14]([C:17]1[CH:27]=[CH:26][C:20]([C:21]([O:23][CH2:24][CH3:25])=[O:22])=[CH:19][CH:18]=1)[CH2:15][CH3:16])=O)[C:2]1[CH:7]=[CH:6][CH:5]=[CH:4][CH:3]=1.Cl. Product: [CH2:1]([O:8][C:9]1[CH:31]=[CH:30][CH:29]=[CH:28][C:10]=1[CH2:11][CH2:12][N:14]([C:17]1[CH:18]=[CH:19][C:20]([C:21]([O:23][CH2:24][CH3:25])=[O:22])=[CH:26][CH:27]=1)[CH2:15][CH3:16])[C:2]1[CH:3]=[CH:4][CH:5]=[CH:6][CH:7]=1. The catalyst class is: 1. (2) Product: [CH3:1][S:2]([C:5]1[CH:6]=[CH:7][C:8]([C:11]2[C:15]([C:16]3[CH:21]=[CH:20][C:19]([O:22][CH3:23])=[CH:18][CH:17]=3)=[C:14]([Br:24])[S:13][CH:12]=2)=[CH:9][CH:10]=1)(=[O:4])=[O:3]. Reactant: [CH3:1][S:2]([C:5]1[CH:10]=[CH:9][C:8]([C:11]2[C:15]([C:16]3[CH:21]=[CH:20][C:19]([O:22][CH3:23])=[CH:18][CH:17]=3)=[CH:14][S:13][CH:12]=2)=[CH:7][CH:6]=1)(=[O:4])=[O:3].[Br:24]Br. The catalyst class is: 15. (3) Reactant: Br[C:2]1[CH:3]=[C:4]([CH:7]=[O:8])[O:5][CH:6]=1.[C:9]1(/[CH:15]=[CH:16]/B(O)O)[CH:14]=[CH:13][CH:12]=[CH:11][CH:10]=1.ClC1C=CC(CC2C=C(C=O)SC=2)=CC=1. Product: [CH:16](/[C:2]1[CH:3]=[C:4]([CH:7]=[O:8])[O:5][CH:6]=1)=[CH:15]\[C:9]1[CH:14]=[CH:13][CH:12]=[CH:11][CH:10]=1. The catalyst class is: 3. (4) Reactant: [C:1]([O:5][C:6](=[O:14])[NH:7][CH:8]1[CH2:13][CH2:12][NH:11][CH2:10][CH2:9]1)([CH3:4])([CH3:3])[CH3:2].C(N(CC)CC)C.[Cl:22][C:23]1[CH:31]=[CH:30][C:26]([C:27](Cl)=[O:28])=[CH:25][CH:24]=1. Product: [C:1]([O:5][C:6](=[O:14])[NH:7][CH:8]1[CH2:13][CH2:12][N:11]([C:27](=[O:28])[C:26]2[CH:30]=[CH:31][C:23]([Cl:22])=[CH:24][CH:25]=2)[CH2:10][CH2:9]1)([CH3:4])([CH3:2])[CH3:3]. The catalyst class is: 76. (5) Reactant: [C:1]([O:4][CH2:5][CH2:6][CH2:7][C:8]1[S:9][C:10]([NH:34]C(OC(C)(C)C)=O)=[C:11]([C:13]([N:15]2[CH2:20][CH2:19][CH:18]([N:21]3[CH2:33][CH2:32][CH2:31][C:23]4([C:27](=[O:28])[O:26][C:25]([CH3:30])([CH3:29])[CH2:24]4)[CH2:22]3)[CH2:17][CH2:16]2)=[O:14])[CH:12]=1)(=[O:3])[CH3:2].C(=O)([O-])O.[Na+]. Product: [C:1]([O:4][CH2:5][CH2:6][CH2:7][C:8]1[S:9][C:10]([NH2:34])=[C:11]([C:13]([N:15]2[CH2:20][CH2:19][CH:18]([N:21]3[CH2:33][CH2:32][CH2:31][C:23]4([C:27](=[O:28])[O:26][C:25]([CH3:30])([CH3:29])[CH2:24]4)[CH2:22]3)[CH2:17][CH2:16]2)=[O:14])[CH:12]=1)(=[O:3])[CH3:2]. The catalyst class is: 55.